Dataset: HIV replication inhibition screening data with 41,000+ compounds from the AIDS Antiviral Screen. Task: Binary Classification. Given a drug SMILES string, predict its activity (active/inactive) in a high-throughput screening assay against a specified biological target. (1) The compound is CCC(C)C1NC(=O)C(C(C)=O)=C1O. The result is 0 (inactive). (2) The molecule is COC(=O)Nc1cn2ccc(C(Cl)=C(Cl)Cl)cc2n1. The result is 0 (inactive).